This data is from Full USPTO retrosynthesis dataset with 1.9M reactions from patents (1976-2016). The task is: Predict the reactants needed to synthesize the given product. (1) Given the product [F:31][C:2]1([F:1])[O:6][C:5]2[CH:7]=[CH:8][C:9]([C:11]3[C:19]4[C:14](=[N:15][CH:16]=[C:17]([C:20]5[CH:21]=[N:22][N:23]([CH:25]6[CH2:26][CH2:27][N:28]([S:42]([CH2:39][CH2:40][CH3:41])(=[O:44])=[O:43])[CH2:29][CH2:30]6)[CH:24]=5)[CH:18]=4)[NH:13][CH:12]=3)=[CH:10][C:4]=2[O:3]1, predict the reactants needed to synthesize it. The reactants are: [F:1][C:2]1([F:31])[O:6][C:5]2[CH:7]=[CH:8][C:9]([C:11]3[C:19]4[C:14](=[N:15][CH:16]=[C:17]([C:20]5[CH:21]=[N:22][N:23]([CH:25]6[CH2:30][CH2:29][NH:28][CH2:27][CH2:26]6)[CH:24]=5)[CH:18]=4)[NH:13][CH:12]=3)=[CH:10][C:4]=2[O:3]1.C(N(CC)CC)C.[CH2:39]([S:42](Cl)(=[O:44])=[O:43])[CH2:40][CH3:41]. (2) Given the product [CH3:18][O:17][C:10]1[CH:11]=[CH:12][CH:13]=[C:14]([O:15][CH3:16])[C:9]=1[CH:2]1[N:1]([CH2:28][C:27]2[CH:30]=[CH:31][N:32]=[C:25]([C:19]3[CH:20]=[CH:21][CH:22]=[CH:23][CH:24]=3)[CH:26]=2)[C:5](=[O:7])[CH2:4][CH2:3]1, predict the reactants needed to synthesize it. The reactants are: [NH2:1][CH:2]([C:9]1[C:14]([O:15][CH3:16])=[CH:13][CH:12]=[CH:11][C:10]=1[O:17][CH3:18])[CH2:3][CH2:4][C:5]([O:7]C)=O.[C:19]1([C:25]2[CH:26]=[C:27]([CH:30]=[CH:31][N:32]=2)[CH:28]=O)[CH:24]=[CH:23][CH:22]=[CH:21][CH:20]=1. (3) Given the product [Cl:8][C:6]1[CH:5]=[CH:4][N:3]=[C:2]([C:13]2[CH:14]=[CH:15][C:10]([F:9])=[CH:11][CH:12]=2)[CH:7]=1, predict the reactants needed to synthesize it. The reactants are: Cl[C:2]1[CH:7]=[C:6]([Cl:8])[CH:5]=[CH:4][N:3]=1.[F:9][C:10]1[CH:15]=[CH:14][C:13](B(O)O)=[CH:12][CH:11]=1.C(=O)(O)[O-].[Na+]. (4) Given the product [Br:1][C:2]1[C:3]([CH3:9])=[CH:4][C:5]([O:8][CH:11]2[CH2:15][CH2:14][O:13][CH2:12]2)=[N:6][CH:7]=1, predict the reactants needed to synthesize it. The reactants are: [Br:1][C:2]1[C:3]([CH3:9])=[CH:4][C:5]([OH:8])=[N:6][CH:7]=1.O[CH:11]1[CH2:15][CH2:14][O:13][CH2:12]1.